Dataset: NCI-60 drug combinations with 297,098 pairs across 59 cell lines. Task: Regression. Given two drug SMILES strings and cell line genomic features, predict the synergy score measuring deviation from expected non-interaction effect. (1) Drug 1: C1=C(C(=O)NC(=O)N1)F. Drug 2: CC1=C2C(C(=O)C3(C(CC4C(C3C(C(C2(C)C)(CC1OC(=O)C(C(C5=CC=CC=C5)NC(=O)OC(C)(C)C)O)O)OC(=O)C6=CC=CC=C6)(CO4)OC(=O)C)O)C)O. Cell line: SK-OV-3. Synergy scores: CSS=50.8, Synergy_ZIP=5.83, Synergy_Bliss=5.42, Synergy_Loewe=6.37, Synergy_HSA=10.8. (2) Drug 1: C1CC(=O)NC(=O)C1N2CC3=C(C2=O)C=CC=C3N. Drug 2: C1CC(=O)NC(=O)C1N2C(=O)C3=CC=CC=C3C2=O. Cell line: NCI-H460. Synergy scores: CSS=2.28, Synergy_ZIP=-1.20, Synergy_Bliss=-0.856, Synergy_Loewe=-0.444, Synergy_HSA=-1.52. (3) Drug 1: CC1C(C(CC(O1)OC2CC(CC3=C2C(=C4C(=C3O)C(=O)C5=C(C4=O)C(=CC=C5)OC)O)(C(=O)C)O)N)O.Cl. Drug 2: CC1=C(C(CCC1)(C)C)C=CC(=CC=CC(=CC(=O)O)C)C. Cell line: UACC62. Synergy scores: CSS=14.0, Synergy_ZIP=-5.32, Synergy_Bliss=0.0690, Synergy_Loewe=2.83, Synergy_HSA=2.93. (4) Drug 1: C1=NNC2=C1C(=O)NC=N2. Drug 2: C1CNP(=O)(OC1)N(CCCl)CCCl. Cell line: IGROV1. Synergy scores: CSS=-2.53, Synergy_ZIP=1.70, Synergy_Bliss=-0.509, Synergy_Loewe=0.0384, Synergy_HSA=-4.06. (5) Drug 1: C1=NNC2=C1C(=O)NC=N2. Drug 2: CC(C)CN1C=NC2=C1C3=CC=CC=C3N=C2N. Cell line: NCI-H226. Synergy scores: CSS=-3.40, Synergy_ZIP=2.47, Synergy_Bliss=1.34, Synergy_Loewe=-4.24, Synergy_HSA=-3.83. (6) Drug 1: CS(=O)(=O)CCNCC1=CC=C(O1)C2=CC3=C(C=C2)N=CN=C3NC4=CC(=C(C=C4)OCC5=CC(=CC=C5)F)Cl. Drug 2: CN(C(=O)NC(C=O)C(C(C(CO)O)O)O)N=O. Cell line: SK-MEL-28. Synergy scores: CSS=4.78, Synergy_ZIP=-1.39, Synergy_Bliss=-3.53, Synergy_Loewe=-4.93, Synergy_HSA=-5.01.